From a dataset of Full USPTO retrosynthesis dataset with 1.9M reactions from patents (1976-2016). Predict the reactants needed to synthesize the given product. (1) Given the product [Cl:21][C:4]1[N:3]=[C:2]([S:30][CH2:28][CH3:29])[C:7]([C:8]([NH:10][CH2:11][C:12]2[CH:13]=[CH:14][CH:15]=[C:16]([F:18])[CH:17]=2)=[O:9])=[C:6]([CH3:20])[CH:5]=1, predict the reactants needed to synthesize it. The reactants are: Cl[C:2]1[C:7]([C:8]([NH:10][CH2:11][C:12]2[CH:17]=[C:16]([F:18])[CH:15]=[C:14](F)[CH:13]=2)=[O:9])=[C:6]([CH3:20])[CH:5]=[C:4]([Cl:21])[N:3]=1.C([O-])([O-])=O.[K+].[K+].[CH2:28]([SH:30])[CH3:29].O. (2) Given the product [OH:8][CH2:7][C:5]1[CH:4]=[C:3]([C:10]([O:12][CH2:13][CH3:14])=[O:11])[CH:2]=[C:1]([CH:6]=1)[C:15]([O:17][CH2:18][CH3:19])=[O:16], predict the reactants needed to synthesize it. The reactants are: [C:1]1([C:15]([O:17][CH2:18][CH3:19])=[O:16])[CH:6]=[C:5]([C:7]([O-])=[O:8])[CH:4]=[C:3]([C:10]([O:12][CH2:13][CH3:14])=[O:11])[CH:2]=1.CO. (3) The reactants are: [F:1][C:2]1[CH:10]=[C:9]2[C:5]([C:6]([Sn](CCCC)(CCCC)CCCC)=[N:7][NH:8]2)=[CH:4][CH:3]=1.[CH3:24][CH:25]([NH:33][C:34]([C:36]1[C:44]2[C:39](=[N:40][CH:41]=[C:42](Br)[N:43]=2)[N:38]([CH2:46][O:47][CH2:48][CH2:49][Si:50]([CH3:53])([CH3:52])[CH3:51])[CH:37]=1)=[O:35])[CH2:26][C:27]1[CH:32]=[CH:31][CH:30]=[CH:29][N:28]=1.CN(C=O)C. Given the product [CH3:24][CH:25]([NH:33][C:34]([C:36]1[C:44]2[C:39](=[N:40][CH:41]=[C:42]([C:6]3[C:5]4[C:9](=[CH:10][C:2]([F:1])=[CH:3][CH:4]=4)[NH:8][N:7]=3)[N:43]=2)[N:38]([CH2:46][O:47][CH2:48][CH2:49][Si:50]([CH3:52])([CH3:51])[CH3:53])[CH:37]=1)=[O:35])[CH2:26][C:27]1[CH:32]=[CH:31][CH:30]=[CH:29][N:28]=1, predict the reactants needed to synthesize it.